Dataset: Catalyst prediction with 721,799 reactions and 888 catalyst types from USPTO. Task: Predict which catalyst facilitates the given reaction. Reactant: CC(C)([O-])C.[K+].[CH3:7][C:8]1[CH:12]=[CH:11][NH:10][N:9]=1.[Br:13][C:14]1[CH:19]=[CH:18][C:17]([Cl:20])=[CH:16][C:15]=1F. The catalyst class is: 16. Product: [Br:13][C:14]1[CH:19]=[CH:18][C:17]([Cl:20])=[CH:16][C:15]=1[N:10]1[CH:11]=[CH:12][C:8]([CH3:7])=[N:9]1.[Br:13][C:14]1[CH:19]=[CH:18][C:17]([Cl:20])=[CH:16][C:15]=1[N:9]1[C:8]([CH3:7])=[CH:12][CH:11]=[N:10]1.